From a dataset of Catalyst prediction with 721,799 reactions and 888 catalyst types from USPTO. Predict which catalyst facilitates the given reaction. (1) Reactant: [I:1][CH2:2][C:3]1([CH3:20])[O:8][CH2:7][C@@H:6]2[CH2:9][N:10](C(OC(C)(C)C)=O)[CH2:11][CH2:12][N:5]2[CH2:4]1.C(O)(C(F)(F)F)=O. Product: [I:1][CH2:2][C:3]1([CH3:20])[O:8][CH2:7][C@@H:6]2[CH2:9][NH:10][CH2:11][CH2:12][N:5]2[CH2:4]1. The catalyst class is: 2. (2) Reactant: [C:1]([C:3]1[N:4]([C:13]([O:15][C:16]([CH3:19])([CH3:18])[CH3:17])=[O:14])[C:5]2[C:10]([CH:11]=1)=[CH:9][C:8]([CH3:12])=[CH:7][CH:6]=2)#[N:2].[Br:20]N1C(=O)CCC1=O. Product: [C:1]([C:3]1[N:4]([C:13]([O:15][C:16]([CH3:19])([CH3:18])[CH3:17])=[O:14])[C:5]2[C:10]([CH:11]=1)=[CH:9][C:8]([CH2:12][Br:20])=[CH:7][CH:6]=2)#[N:2]. The catalyst class is: 855. (3) Reactant: [Cl:1][C:2]1[N:7]=[C:6]([NH:8][C:9]2[CH:14]=[CH:13][C:12]([C:15]3[N:16]=[CH:17][S:18][CH:19]=3)=[C:11]([F:20])[CH:10]=2)[C:5]([C:21]([O:23]CC)=[O:22])=[CH:4][N:3]=1.[Li+].[OH-]. Product: [Cl:1][C:2]1[N:7]=[C:6]([NH:8][C:9]2[CH:14]=[CH:13][C:12]([C:15]3[N:16]=[CH:17][S:18][CH:19]=3)=[C:11]([F:20])[CH:10]=2)[C:5]([C:21]([OH:23])=[O:22])=[CH:4][N:3]=1. The catalyst class is: 1.